Task: Predict the reactants needed to synthesize the given product.. Dataset: Full USPTO retrosynthesis dataset with 1.9M reactions from patents (1976-2016) (1) The reactants are: [NH2:1][C@H:2]([C:5]1[CH:10]=[CH:9][C:8]([F:11])=[CH:7][CH:6]=1)[CH2:3][OH:4].[C:12]([O:16][C:17]([N:19]1[CH2:24][CH2:23][O:22][C@@H:21]([C:25]2[CH:33]=[CH:32][C:28]([C:29](O)=[O:30])=[CH:27][CH:26]=2)[CH2:20]1)=[O:18])([CH3:15])([CH3:14])[CH3:13].C(N=C=NCCCN(C)C)C.C(N(CC)CC)C. Given the product [F:11][C:8]1[CH:9]=[CH:10][C:5]([C@@H:2]([NH:1][C:29]([C:28]2[CH:27]=[CH:26][C:25]([C@@H:21]3[O:22][CH2:23][CH2:24][N:19]([C:17]([O:16][C:12]([CH3:15])([CH3:14])[CH3:13])=[O:18])[CH2:20]3)=[CH:33][CH:32]=2)=[O:30])[CH2:3][OH:4])=[CH:6][CH:7]=1, predict the reactants needed to synthesize it. (2) Given the product [CH:28]([N:29]1[CH2:33][CH2:32][N:31]([CH2:34][C:35]([N:12]2[CH2:11][CH2:10][N:9]([CH:8]([C:5]3[CH:4]=[CH:3][C:2]([Cl:1])=[CH:7][CH:6]=3)[C:15]3[CH:20]=[CH:19][C:18]([Cl:21])=[CH:17][CH:16]=3)[CH2:14][CH2:13]2)=[O:36])[C:30]1=[O:38])([C:22]1[CH:27]=[CH:26][CH:25]=[CH:24][CH:23]=1)[C:39]1[CH:44]=[CH:43][CH:42]=[CH:41][CH:40]=1, predict the reactants needed to synthesize it. The reactants are: [Cl:1][C:2]1[CH:7]=[CH:6][C:5]([CH:8]([C:15]2[CH:20]=[CH:19][C:18]([Cl:21])=[CH:17][CH:16]=2)[N:9]2[CH2:14][CH2:13][NH:12][CH2:11][CH2:10]2)=[CH:4][CH:3]=1.[C:22]1([CH:28]([C:39]2[CH:44]=[CH:43][CH:42]=[CH:41][CH:40]=2)[N:29]2[CH:33]=[CH:32][N:31]([CH2:34][C:35](O)=[O:36])[C:30]2=[O:38])[CH:27]=[CH:26][CH:25]=[CH:24][CH:23]=1.C(Cl)CCl. (3) The reactants are: Br[C:2]1[NH:20][C:5]2[N:6]=[CH:7][N:8]=[C:9]([NH:10][C:11]3[CH:12]=[C:13]4[C:17](=[CH:18][CH:19]=3)[NH:16][N:15]=[CH:14]4)[C:4]=2[CH:3]=1.CC1(C)C(C)(C)OB(/[CH:29]=[CH:30]/[C:31]2[CH:36]=[CH:35][CH:34]=[CH:33][CH:32]=2)O1. Given the product [NH:16]1[C:17]2[C:13](=[CH:12][C:11]([NH:10][C:9]3[C:4]4[CH:3]=[C:2](/[CH:29]=[CH:30]/[C:31]5[CH:36]=[CH:35][CH:34]=[CH:33][CH:32]=5)[NH:20][C:5]=4[N:6]=[CH:7][N:8]=3)=[CH:19][CH:18]=2)[CH:14]=[N:15]1, predict the reactants needed to synthesize it. (4) Given the product [OH:43][C:27]([CH3:42])([CH3:26])[CH2:28][N:29]([CH2:30][CH2:31][CH2:32][S:33]([CH2:36][CH2:37][C:38]([F:41])([F:39])[F:40])(=[O:34])=[O:35])[CH2:2][CH2:3][CH2:4][CH2:5][CH2:6][CH2:7][C:8]1[C:14]2[CH:15]=[CH:16][C:17]([OH:19])=[CH:18][C:13]=2[CH2:12][CH2:11][CH2:10][C:9]=1[C:20]1[CH:25]=[CH:24][CH:23]=[CH:22][CH:21]=1, predict the reactants needed to synthesize it. The reactants are: Br[CH2:2][CH2:3][CH2:4][CH2:5][CH2:6][CH2:7][C:8]1[C:14]2[CH:15]=[CH:16][C:17]([OH:19])=[CH:18][C:13]=2[CH2:12][CH2:11][CH2:10][C:9]=1[C:20]1[CH:25]=[CH:24][CH:23]=[CH:22][CH:21]=1.[CH3:26][C:27]([OH:43])([CH3:42])[CH2:28][NH:29][CH2:30][CH2:31][CH2:32][S:33]([CH2:36][CH2:37][C:38]([F:41])([F:40])[F:39])(=[O:35])=[O:34]. (5) Given the product [Br:1][C:2]1[C:3]([CH:20]=[O:21])=[C:4]([F:9])[C:5]([F:8])=[CH:6][CH:7]=1, predict the reactants needed to synthesize it. The reactants are: [Br:1][C:2]1[CH:7]=[CH:6][C:5]([F:8])=[C:4]([F:9])[CH:3]=1.C([N-]C(C)C)(C)C.[Li+].CN(C)[CH:20]=[O:21].C(O)(=O)C. (6) Given the product [Br:14][C:12]1[N:11]=[CH:10][C:9]2[N:15]=[C:6]([CH2:5][OH:4])[N:7]([C:16]([CH3:23])([CH3:22])[CH2:17][OH:18])[C:8]=2[CH:13]=1, predict the reactants needed to synthesize it. The reactants are: C([O:4][CH2:5][C:6]1[N:7]([C:16]([CH3:23])([CH3:22])[CH2:17][O:18]C(=O)C)[C:8]2[CH:13]=[C:12]([Br:14])[N:11]=[CH:10][C:9]=2[N:15]=1)(=O)C.O.[OH-].[Li+]. (7) Given the product [NH2:17][C:9]1[CH:10]=[C:11]([CH:12]=[CH:13][C:8]=1[B:5]1[O:6][CH2:7][C:2]([CH3:18])([CH3:1])[CH2:3][O:4]1)[C:20]#[N:19], predict the reactants needed to synthesize it. The reactants are: [CH3:1][C:2]1([CH3:18])[CH2:7][O:6][B:5]([C:8]2[CH:13]=[CH:12][C:11]([N+]([O-])=O)=[CH:10][C:9]=2[NH2:17])[O:4][CH2:3]1.[NH2:19][C:20]1C=C(C=CC=1Br)C#N. (8) Given the product [CH2:6]([O:8][C:9]1[CH:14]=[CH:13][CH:12]=[CH:11][C:10]=1[C:15]1[CH:20]=[CH:19][C:18]([NH2:21])=[CH:17][C:16]=1[N+:24]([O-:26])=[O:25])[CH3:7], predict the reactants needed to synthesize it. The reactants are: O.[S-2].[Na+].[Na+].[S].[CH2:6]([O:8][C:9]1[CH:14]=[CH:13][CH:12]=[CH:11][C:10]=1[C:15]1[CH:20]=[CH:19][C:18]([N+:21]([O-])=O)=[CH:17][C:16]=1[N+:24]([O-:26])=[O:25])[CH3:7].[Na+].[Cl-].